This data is from Reaction yield outcomes from USPTO patents with 853,638 reactions. The task is: Predict the reaction yield, written as a fraction of the theoretical maximum amount of product (1.0 means a 100% yield; for example, 0.34 means a 34% yield). (1) The reactants are [C:1]([C:3]1[CH:8]=[CH:7][C:6]([N:9]2[C:13](=[O:14])[C:12]([CH3:16])([CH3:15])[N:11]([C:17]3[CH:28]=[CH:27][C:20]([O:21][CH2:22][C:23]([O:25]C)=O)=[C:19]([F:29])[CH:18]=3)[C:10]2=[S:30])=[CH:5][C:4]=1[C:31]([F:34])([F:33])[F:32])#[N:2].[CH3:35][NH2:36]. The catalyst is O1CCCC1. The product is [C:1]([C:3]1[CH:8]=[CH:7][C:6]([N:9]2[C:13](=[O:14])[C:12]([CH3:16])([CH3:15])[N:11]([C:17]3[CH:28]=[CH:27][C:20]([O:21][CH2:22][C:23]([NH:36][CH3:35])=[O:25])=[C:19]([F:29])[CH:18]=3)[C:10]2=[S:30])=[CH:5][C:4]=1[C:31]([F:33])([F:32])[F:34])#[N:2]. The yield is 0.682. (2) The reactants are C(N(C(C)C)CC)(C)C.[NH2:10][C:11]1[CH:26]=[CH:25][C:24]([Cl:27])=[CH:23][C:12]=1[C:13]([NH:15][CH2:16][CH:17]1[CH2:22][CH2:21][CH2:20][CH2:19][CH2:18]1)=[O:14].[C:28](O)(=[O:39])[C:29]1[CH:38]=[CH:37][C:36]2[C:31](=[CH:32][CH:33]=[CH:34][CH:35]=2)[N:30]=1.CN(C(ON1N=NC2C=CC=NC1=2)=[N+](C)C)C.F[P-](F)(F)(F)(F)F. No catalyst specified. The product is [Cl:27][C:24]1[CH:25]=[CH:26][C:11]([NH:10][C:28]([C:29]2[CH:38]=[CH:37][C:36]3[C:31](=[CH:32][CH:33]=[CH:34][CH:35]=3)[N:30]=2)=[O:39])=[C:12]([C:13]([NH:15][CH2:16][CH:17]2[CH2:22][CH2:21][CH2:20][CH2:19][CH2:18]2)=[O:14])[CH:23]=1. The yield is 0.600. (3) The reactants are Br[C:2]1[CH:11]=[C:10]2[C:5]([CH:6]=[C:7]([NH:12][C:13]([CH:15]3[CH2:17][CH2:16]3)=[O:14])[N:8]=[CH:9]2)=[CH:4][CH:3]=1.[C:18]1([SH:24])[CH:23]=[CH:22][CH:21]=[CH:20][CH:19]=1.CC(C)([O-])C.[Na+]. The catalyst is O1CCOCC1.CO.C1(P(C2C=CC=CC=2)[C-]2C=CC=C2)C=CC=CC=1.[C-]1(P(C2C=CC=CC=2)C2C=CC=CC=2)C=CC=C1.[Fe+2].C([O-])(=O)C.[Pd+2].C([O-])(=O)C. The product is [C:18]1([S:24][C:2]2[CH:11]=[C:10]3[C:5]([CH:6]=[C:7]([NH:12][C:13]([CH:15]4[CH2:17][CH2:16]4)=[O:14])[N:8]=[CH:9]3)=[CH:4][CH:3]=2)[CH:23]=[CH:22][CH:21]=[CH:20][CH:19]=1. The yield is 0.260. (4) The reactants are [C:1]([C:3]1[CH:4]=[CH:5][C:6]([O:9][C:10]2[CH:11]=[CH:12][C:13]3[O:17][C:16]([CH:18]([NH:25][C:26]4[CH:31]=[CH:30][C:29]([C:32]([N:34]([CH3:42])[CH2:35][CH2:36][C:37]([O:39]CC)=[O:38])=[O:33])=[CH:28][CH:27]=4)[CH:19]4[CH2:24][CH2:23][CH2:22][CH2:21][CH2:20]4)=[C:15]([CH3:43])[C:14]=3[CH:44]=2)=[N:7][CH:8]=1)#[N:2].[OH-].[Na+]. The catalyst is O1CCCC1. The product is [C:1]([C:3]1[CH:4]=[CH:5][C:6]([O:9][C:10]2[CH:11]=[CH:12][C:13]3[O:17][C:16]([CH:18]([NH:25][C:26]4[CH:27]=[CH:28][C:29]([C:32]([N:34]([CH3:42])[CH2:35][CH2:36][C:37]([OH:39])=[O:38])=[O:33])=[CH:30][CH:31]=4)[CH:19]4[CH2:24][CH2:23][CH2:22][CH2:21][CH2:20]4)=[C:15]([CH3:43])[C:14]=3[CH:44]=2)=[N:7][CH:8]=1)#[N:2]. The yield is 0.870. (5) The reactants are ClC1C=CC=C(C(OO)=O)C=1.[C:12]([NH2:31])(=[O:30])[CH2:13][CH2:14][CH2:15][CH2:16][CH2:17][CH2:18][CH2:19]/C=C\CCCCCCCC.S([O-])([O-])(=O)=S.[Na+].[Na+]. The catalyst is C(Cl)Cl. The product is [C:12]([NH2:31])(=[O:30])[CH2:13][CH2:14][CH2:15][CH2:16][CH2:17][CH2:18][CH3:19]. The yield is 0.960. (6) The reactants are [C:1]([C:5]1[CH:6]=[C:7]([NH:11][C:12]([C:14]2([CH3:20])[CH2:19][CH2:18][NH:17][CH2:16][CH2:15]2)=[O:13])[CH:8]=[CH:9][CH:10]=1)([CH3:4])([CH3:3])[CH3:2].Cl[C:22]1[C:23]2[C:30]([CH3:31])=[CH:29][NH:28][C:24]=2[N:25]=[CH:26][N:27]=1.C(N(CC)C(C)C)(C)C. The catalyst is C(O)(C)C. The product is [C:1]([C:5]1[CH:6]=[C:7]([NH:11][C:12]([C:14]2([CH3:20])[CH2:15][CH2:16][N:17]([C:22]3[C:23]4[C:30]([CH3:31])=[CH:29][NH:28][C:24]=4[N:25]=[CH:26][N:27]=3)[CH2:18][CH2:19]2)=[O:13])[CH:8]=[CH:9][CH:10]=1)([CH3:4])([CH3:2])[CH3:3]. The yield is 0.500.